This data is from Experimentally validated miRNA-target interactions with 360,000+ pairs, plus equal number of negative samples. The task is: Binary Classification. Given a miRNA mature sequence and a target amino acid sequence, predict their likelihood of interaction. (1) The miRNA is hsa-miR-146b-5p with sequence UGAGAACUGAAUUCCAUAGGCUG. The protein sequence of the target gene is MTLLWCVVSLYFYGILQSDASERCDDWGLDTMRQIQVFEDEPARIKCPLFEHFLKFNYSTAHSAGLTLIWYWTRQDRDLEEPINFRLPENRISKEKDVLWFRPTLLNDTGNYTCMLRNTTYCSKVAFPLEVVQKDSCFNSPMKLPVHKLYIEYGIQRITCPNVDGYFPSSVKPTITWYMGCYKIQNFNNVIPEGMNLSFLIALISNNGNYTCVVTYPENGRTFHLTRTLTVKVVGSPKNAVPPVIHSPNDHVVYEKEPGEELLIPCTVYFSFLMDSRNEVWWTIDGKKPDDITIDVTINE.... Result: 1 (interaction). (2) The miRNA is hsa-miR-5047 with sequence UUGCAGCUGCGGUUGUAAGGU. The protein sequence of the target gene is MESMGRQDRRLHQQLKESSSRFQTLMKRLIAKYNQPFEDDPLVEMRTLTYETPQGLRVWGGKLMKKEDKEYTQVIDRLNGQAPEGDSESSGADTSLEENWPSCSSAMREASGDPRQRQPAVPGNTLETDLRRKYLTQVDILPQDEEYFKNAEKRGGKDTVMTWVPSVTSSVTPASGCQDAISAKSSGGPEVSALSSRGQGPSYPCPADMAIVARSDGLSLLGTSSNSVSSQSFEVDDLCNVTISDLYEGMMHSMSRLLRSKPSCIISTKTYINQSWKLRRRPSRKQGLHKNRTHCPRSKP.... Result: 0 (no interaction). (3) The miRNA is hsa-miR-619-3p with sequence GACCUGGACAUGUUUGUGCCCAGU. The protein sequence of the target gene is MGLPRGPLASLLLLQVCWLQCAASEPCRAVFREAEVTLEAGGAEQEPGQALGKVFMGCPGQEPALFSTDNDDFTVRNGETVQERRSLKERNPLKIFPSKRILRRHKRDWVVAPISVPENGKGPFPQRLNQLKSNKDRDTKIFYSITGPGADSPPEGVFAVEKETGWLLLNKPLDREEIAKYELFGHAVSENGASVEDPMNISIIVTDQNDHKPKFTQDTFRGSVLEGVLPGTSVMQVTATDEDDAIYTYNGVVAYSIHSQEPKDPHDLMFTIHRSTGTISVISSGLDREKVPEYTLTIQA.... Result: 0 (no interaction). (4) The protein sequence of the target gene is MGQCVTKCKNPSSTLGSKNGDRDPSNKSHSRRGASHREEQVPPCGKPAGDILVNGTKKAEAATEACQLPTSSGDAGRESKTNAEESSLQRLEELFRRYKDEREDAILEEGMERFCNDLCVDPTEFRVLLLAWKFQAATMCKFTRKEFFDGCKAISADSIDGICARFPSLLTEAKQEDKFKDLYRFTFQFGLDSEEGQRSLHREIAIALWKLVFTQNNPPVLDQWLNFLTENPSGIKGISRDTWNMFLNFTQVIGPDLSNYSEDEAWPSLFDTFVEWEMERRKREVEGRGTLSSGQEGLCP.... The miRNA is hsa-miR-4285 with sequence GCGGCGAGUCCGACUCAU. Result: 0 (no interaction). (5) The miRNA is mmu-miR-5119 with sequence CAUCUCAUCCUGGGGCUGG. The protein sequence of the target gene is MAALGRPGSGPRAAVPAWKREILERKRAKLAALGGGAGPGAAEPEQRVLAESLGPLRENPFMLLEAERRRGGGAAGARLLERYRRVPGVRALRADSVLIIETVPGFPPAPPAPGAAQIRAAEVLVYGAPPGRVSRLLERFDPPAAPRRRGSPERARPPPPPPPPAPPRPPPAAPSPPAAPGPRGGGASPGARRSDFLQKTGSNSFTVHPRGLHRGAGARLLSNGHSAPEPRAGPANRLAGSPPGSGQWKPKVESGDPSLHPPPSPGTPSATPASPPASATPSQRQCVSAATSTNDSFEIR.... Result: 0 (no interaction). (6) The miRNA is rno-miR-29c-3p with sequence UAGCACCAUUUGAAAUCGGUUA. The protein sequence of the target gene is MAAAGQAEECLPLPAAESSKTSLPTPPAVPAGKKPKKCLVYPHPPRSSRLSRSVLRWLQGLDLSFFPRNVTRDFSNGYLVAEIFCIYYPWDLRLSSFENGTSLKVKLDNWAQIEKFLAKKKFKLPKELIHGTIHCKAGVPEILIQEIYTLLTHQEIRSIQDDLANFTDYIYQMRLPLVPRNTVSKSIKNNIRLSELLSNPNVLSNELKIEFLILLQMLQRKLSRKLNPGWFDVKPTVGEITIDRLPAHSYKRRYKSRGSKEKAAQPLSKSDNDGNARKEIHVKQSGNPCENTENL. Result: 0 (no interaction). (7) The miRNA is hsa-miR-196b-5p with sequence UAGGUAGUUUCCUGUUGUUGGG. The protein sequence of the target gene is MRAPGCGRLVLPLLLLAAAALAEGDAKGLKEGETPGNFMEDEQWLSSISQYSGKIKHWNRFRDEVEDDYIKSWEDNQQGDEALDTTKDPCQKVKCSRHKVCIAQGYQRAMCISRKKLEHRIKQPTVKLHGNKDSICKPCHMAQLASVCGSDGHTYSSVCKLEQQACLSSKQLAVRCEGPCPCPTEQAATSTADGKPETCTGQDLADLGDRLRDWFQLLHENSKQNGSASSVAGPASGLDKSLGASCKDSIGWMFSKLDTSADLFLDQTELAAINLDKYEVCIRPFFNSCDTYKDGRVSTA.... Result: 0 (no interaction). (8) The miRNA is mmu-miR-5120 with sequence UUUGGGGCUGUGGUGCCACCAGC. The protein sequence of the target gene is MEDSEALGFEHMGLDPRLLQAVTDLGWSRPTLIQEKAIPLALEGKDLLARARTGSGKTAAYAIPMLQLLLHRKATGPVVEQAVRGLVLVPTKELARQAQSMIQQLATYCARDVRVANVSAAEDSVSQRAVLMEKPDVVVGTPSRILSHLQQDSLKLRDSLELLVVDEADLLFSFGFEEELKSLLCHLPRIYQAFLMSATFNEDVQALKELILHNPVTLKLQESQLPGPDQLQQFQVVCETEEDKFLLLYALLKLSLIRGKSLLFVNTLERSYRLRLFLEQFSIPTCVLNGELPLRSRCHI.... Result: 0 (no interaction).